Dataset: Full USPTO retrosynthesis dataset with 1.9M reactions from patents (1976-2016). Task: Predict the reactants needed to synthesize the given product. (1) Given the product [Cl:2][C:3]1[CH:8]=[C:7]([CH3:9])[C:6]([S:10]([N:13]2[CH2:18][CH2:17][N:16]([C:33](=[O:34])[CH2:32][N:23]3[CH:31]=[C:29]([CH3:30])[C:27](=[O:28])[NH:26][C:24]3=[O:25])[CH2:15][C:14]2=[O:19])(=[O:11])=[O:12])=[C:5]([N+:20]([O-:22])=[O:21])[CH:4]=1, predict the reactants needed to synthesize it. The reactants are: Cl.[Cl:2][C:3]1[CH:8]=[C:7]([CH3:9])[C:6]([S:10]([N:13]2[CH2:18][CH2:17][NH:16][CH2:15][C:14]2=[O:19])(=[O:12])=[O:11])=[C:5]([N+:20]([O-:22])=[O:21])[CH:4]=1.[N:23]1([CH2:32][C:33](O)=[O:34])[CH:31]=[C:29]([CH3:30])[C:27](=[O:28])[NH:26][C:24]1=[O:25]. (2) Given the product [CH:21]1([C:2]2[CH:3]=[N:4][N:5]([C:7]3([C:10]([O:12][CH2:13][C:14]4[CH:19]=[CH:18][CH:17]=[CH:16][CH:15]=4)=[O:11])[CH2:9][CH2:8]3)[CH:6]=2)[CH2:23][CH2:22]1, predict the reactants needed to synthesize it. The reactants are: Br[C:2]1[CH:3]=[N:4][N:5]([C:7]2([C:10]([O:12][CH2:13][C:14]3[CH:19]=[CH:18][CH:17]=[CH:16][CH:15]=3)=[O:11])[CH2:9][CH2:8]2)[CH:6]=1.[K+].[CH:21]1([B-](F)(F)F)[CH2:23][CH2:22]1.ClCCl.C(=O)([O-])[O-].[Cs+].[Cs+].Cl.